Dataset: Catalyst prediction with 721,799 reactions and 888 catalyst types from USPTO. Task: Predict which catalyst facilitates the given reaction. (1) Reactant: [OH2:1].CC[N:4]=C=NCCCN(C)C.Cl.C(OC(OCC)CCN)C.C[C:25]1[CH:26]=[CH:27][C:28]([N:34]2[N:38]=CC=N2)=[C:29]([CH:33]=1)C(O)=O.C([O-])(O)=O.[Na+]. Product: [CH:26]1[CH:25]=[CH:33][C:29]2[N:4]([OH:1])[N:38]=[N:34][C:28]=2[CH:27]=1. The catalyst class is: 3. (2) The catalyst class is: 106. Product: [NH2:7][CH2:8][CH2:9][C:10]1[CH:11]=[CH:12][C:13]([C:16]2[CH:21]=[CH:20][CH:19]=[C:18]([O:22][C:23]3[CH:28]=[CH:27][N:26]=[C:25]([C:29]#[N:30])[N:24]=3)[CH:17]=2)=[CH:14][CH:15]=1. Reactant: C(OC(=O)[NH:7][CH2:8][CH2:9][C:10]1[CH:15]=[CH:14][C:13]([C:16]2[CH:21]=[CH:20][CH:19]=[C:18]([O:22][C:23]3[CH:28]=[CH:27][N:26]=[C:25]([C:29]#[N:30])[N:24]=3)[CH:17]=2)=[CH:12][CH:11]=1)(C)(C)C. (3) The catalyst class is: 1. Reactant: Cl.[CH2:2]([NH2:4])[CH3:3].C([Li])CCC.[CH3:10][N:11]1[C@H:15]([CH2:16][O:17][C:18]([C:31]2[CH:36]=[CH:35][CH:34]=[CH:33][CH:32]=2)([C:25]2[CH:30]=[CH:29][CH:28]=[CH:27][CH:26]=2)[C:19]2[CH:24]=[CH:23][CH:22]=[CH:21][CH:20]=2)[CH2:14][CH2:13][C:12]1=[O:37].[Cl-].[NH4+].OS([O-])(=O)=O.[K+]. Product: [CH2:2]([NH:4][C:12](=[O:37])[CH2:13][CH2:14][C@H:15]([NH:11][CH3:10])[CH2:16][O:17][C:18]([C:31]1[CH:36]=[CH:35][CH:34]=[CH:33][CH:32]=1)([C:19]1[CH:20]=[CH:21][CH:22]=[CH:23][CH:24]=1)[C:25]1[CH:30]=[CH:29][CH:28]=[CH:27][CH:26]=1)[CH3:3]. (4) Reactant: C[O:2][C:3]1[CH:8]=[CH:7][CH:6]=[C:5]([O:9]C)[C:4]=1[C:11]1[C:12]2[C:17]([C:18]([C:25]3[C:30]([O:31]C)=[CH:29][CH:28]=[CH:27][C:26]=3[O:33]C)=[C:19]3[C:24]=1[CH:23]=[CH:22][CH:21]=[CH:20]3)=[CH:16][CH:15]=[CH:14][CH:13]=2.[I-].[Li+].Cl. Product: [OH:2][C:3]1[CH:8]=[CH:7][CH:6]=[C:5]([OH:9])[C:4]=1[C:11]1[C:24]2[C:19]([C:18]([C:25]3[C:26]([OH:33])=[CH:27][CH:28]=[CH:29][C:30]=3[OH:31])=[C:17]3[C:12]=1[CH:13]=[CH:14][CH:15]=[CH:16]3)=[CH:20][CH:21]=[CH:22][CH:23]=2. The catalyst class is: 37. (5) Reactant: [NH2:1][CH2:2][C:3]([O:5][CH3:6])=[O:4].Br[CH2:8][C:9]1[CH:10]=[C:11]([CH:16]=[CH:17][C:18]=1[N+:19]([O-:21])=[O:20])[C:12]([O:14][CH3:15])=[O:13].CCN(C(C)C)C(C)C. Product: [CH3:6][O:5][C:3](=[O:4])[CH2:2][NH:1][CH2:8][C:9]1[CH:10]=[C:11]([CH:16]=[CH:17][C:18]=1[N+:19]([O-:21])=[O:20])[C:12]([O:14][CH3:15])=[O:13]. The catalyst class is: 3. (6) Reactant: [CH3:1][N:2]1[C:10]2[C:5](=[CH:6][CH:7]=[CH:8][C:9]=2[CH2:11][C:12]([NH2:14])=[O:13])[CH:4]=[CH:3]1.[F:15][C:16]1[CH:17]=[C:18]2[C:22](=[CH:23][CH:24]=1)[NH:21][CH:20]=[C:19]2[C:25](=O)[C:26](OC)=[O:27].CC(C)([O-])C.[K+].C1COCC1. Product: [F:15][C:16]1[CH:17]=[C:18]2[C:22](=[CH:23][CH:24]=1)[NH:21][CH:20]=[C:19]2[C:25]1[C:26](=[O:27])[NH:14][C:12](=[O:13])[C:11]=1[C:9]1[CH:8]=[CH:7][CH:6]=[C:5]2[C:10]=1[N:2]([CH3:1])[CH:3]=[CH:4]2. The catalyst class is: 3.